This data is from Forward reaction prediction with 1.9M reactions from USPTO patents (1976-2016). The task is: Predict the product of the given reaction. Given the reactants [C:1]([O-:4])(=[O:3])[CH3:2].[Cr+3:5].[C:6]([O-:9])(=[O:8])[CH3:7].[C:10]([O-:13])(=[O:12])[CH3:11].B(O)(O)O.[Cr].[Al:19].[Cr], predict the reaction product. The product is: [C:1]([O-:4])(=[O:3])[CH3:2].[Cr+3:5].[C:6]([O-:9])(=[O:8])[CH3:7].[C:10]([O-:13])(=[O:12])[CH3:11].[C:1]([O-:4])(=[O:3])[CH3:2].[Al+3:19].[C:1]([O-:4])(=[O:3])[CH3:2].[C:1]([O-:4])(=[O:3])[CH3:2].